From a dataset of Peptide-MHC class II binding affinity with 134,281 pairs from IEDB. Regression. Given a peptide amino acid sequence and an MHC pseudo amino acid sequence, predict their binding affinity value. This is MHC class II binding data. (1) The peptide sequence is GYLQIVDKIDAAFKI. The MHC is DRB4_0101 with pseudo-sequence DRB4_0103. The binding affinity (normalized) is 0.609. (2) The peptide sequence is GVKPTHISYIMLIFF. The MHC is DRB3_0202 with pseudo-sequence DRB3_0202. The binding affinity (normalized) is 0.